From a dataset of Forward reaction prediction with 1.9M reactions from USPTO patents (1976-2016). Predict the product of the given reaction. (1) Given the reactants [Br:1][C:2]1[CH:7]=[CH:6][C:5]([S:8](Cl)(=[O:10])=[O:9])=[CH:4][CH:3]=1.[CH3:12][C:13]1([CH3:22])[C@H:18]2[CH2:19][C@@H:14]1[CH2:15][CH2:16][C@H:17]2CN.CC[N:25](CC)CC, predict the reaction product. The product is: [Br:1][C:2]1[CH:7]=[CH:6][C:5]([S:8]([NH:25][CH:17]2[CH2:16][CH2:15][CH:14]3[CH2:19][CH:18]2[C:13]3([CH3:22])[CH3:12])(=[O:10])=[O:9])=[CH:4][CH:3]=1. (2) Given the reactants [C:1]([CH:3]=[CH:4][C:5]1[CH:6]=[C:7]2[C:12](=[C:13]([CH2:15][N:16]([CH:24]3[CH2:26][CH2:25]3)[C:17](=[O:23])[O:18][C:19]([CH3:22])([CH3:21])[CH3:20])[CH:14]=1)[N:11]=[CH:10][CH:9]=[CH:8]2)#[N:2], predict the reaction product. The product is: [C:1]([CH2:3][CH2:4][C:5]1[CH:6]=[C:7]2[C:12](=[C:13]([CH2:15][N:16]([CH:24]3[CH2:25][CH2:26]3)[C:17](=[O:23])[O:18][C:19]([CH3:20])([CH3:21])[CH3:22])[CH:14]=1)[N:11]=[CH:10][CH:9]=[CH:8]2)#[N:2]. (3) Given the reactants [I:1][C:2]1[CH:3]=[C:4]([CH:9]=[C:10]([I:12])[CH:11]=1)[C:5]([NH:7][NH2:8])=[O:6].[CH3:13][O:14][C:15]1[CH:16]=[C:17]([CH:21]=[CH:22][CH:23]=1)[C:18](Cl)=[O:19].N1C=CC=CC=1.O, predict the reaction product. The product is: [I:1][C:2]1[CH:3]=[C:4]([CH:9]=[C:10]([I:12])[CH:11]=1)[C:5]([NH:7][NH:8][C:18](=[O:19])[C:17]1[CH:21]=[CH:22][CH:23]=[C:15]([O:14][CH3:13])[CH:16]=1)=[O:6]. (4) Given the reactants [C:1]12([CH2:11][O:12][C:13]3[C:46]([CH:47]4[CH2:49][CH2:48]4)=[CH:45][C:16]([C:17]([NH:19][S:20]([N:23]4[CH2:26][CH:25]([O:27][Si](C(C)(C)C)(C5C=CC=CC=5)C5C=CC=CC=5)[CH2:24]4)(=[O:22])=[O:21])=[O:18])=[C:15]([F:50])[CH:14]=3)[CH2:10][CH:5]3[CH2:6][CH:7]([CH2:9][CH:3]([CH2:4]3)[CH2:2]1)[CH2:8]2.[F-].C([N+](CCCC)(CCCC)CCCC)CCC, predict the reaction product. The product is: [C:1]12([CH2:11][O:12][C:13]3[C:46]([CH:47]4[CH2:48][CH2:49]4)=[CH:45][C:16]([C:17]([NH:19][S:20]([N:23]4[CH2:26][CH:25]([OH:27])[CH2:24]4)(=[O:22])=[O:21])=[O:18])=[C:15]([F:50])[CH:14]=3)[CH2:2][CH:3]3[CH2:4][CH:5]([CH2:6][CH:7]([CH2:9]3)[CH2:8]1)[CH2:10]2. (5) The product is: [CH3:2][O:3][C:4]([C:6]1[N:7]([C:20]2[CH:25]=[CH:24][CH:23]=[CH:22][CH:21]=2)[C:8]2[C:13]([C:14](=[O:18])[C:15]=1[CH2:16][NH:17][C:26]([C:27]1[CH:28]=[N:29][CH:30]=[CH:31][CH:32]=1)=[O:33])=[CH:12][CH:11]=[C:10]([Cl:19])[CH:9]=2)=[O:5]. Given the reactants Cl.[CH3:2][O:3][C:4]([C:6]1[N:7]([C:20]2[CH:25]=[CH:24][CH:23]=[CH:22][CH:21]=2)[C:8]2[C:13]([C:14](=[O:18])[C:15]=1[CH2:16][NH2:17])=[CH:12][CH:11]=[C:10]([Cl:19])[CH:9]=2)=[O:5].[C:26](Cl)(=[O:33])[C:27]1[CH:32]=[CH:31][CH:30]=[N:29][CH:28]=1, predict the reaction product.